Dataset: Experimentally validated miRNA-target interactions with 360,000+ pairs, plus equal number of negative samples. Task: Binary Classification. Given a miRNA mature sequence and a target amino acid sequence, predict their likelihood of interaction. (1) The miRNA is mmu-miR-706 with sequence AGAGAAACCCUGUCUCAAAAAA. The protein sequence of the target gene is MASGSVAECLQQETTCPVCLQYFVEPMMLDCGHNICCACLARCWGAAETNVSCPQCRETFPQRHMRPNRHLANVTQLVKQLRTERPSGPGGEMGVCEKHREPLKLYCEQDQMPICVVCDRSREHRGHSVLPLEEAVEGFKEQIQNRLDHLRRVKDLKKRRRAQGEQARAELLSLTQMEREKIVWEFEQLYHSLKEHEYRLLARLEELDLAIYNSINGAITQFSCNISHLSGLIAQLEEKQQQPTRELLQDIGDTLSRAERIRIPEPWITPPDLQEKIHIFAQKCLFLTESLKQFTEKMQS.... Result: 1 (interaction). (2) The miRNA is mmu-miR-665-3p with sequence ACCAGGAGGCUGAGGUCCCU. The protein sequence of the target gene is MDRVYEIPEEPNVVPISSLEEDVIRGPNPRFTFPFSILFSTFLYCGEAASALYMVRIYRKNNETFWMTYTFSFFMFSSIMVQLTLIFVHRDLAKDRPLSLFMHLILLGPVIRCLEAMIKYLTLWKKEGQEEPYVSLTRKKMLIAGQEVLIEWEVGHSIRTLAMHRNAYKRMSQIQAFLGSVPQLTYQLYVSLISAEVPLGRAVLMAFSLISVTYGATLCNMLAIQIKYDDYKIRLGPLEVLCITVWRTLEITSRLVILVLFSATLKLKAVPFLVLNFLIILFEPWVKFWRSGAQMPNNIE.... Result: 1 (interaction). (3) The miRNA is hsa-miR-7108-5p with sequence GUGUGGCCGGCAGGCGGGUGG. The protein sequence of the target gene is MDEDVLTTLKILIIGESGVGKSSLLLRFTDDTFDPELAATIGVDFKVKTISVDGNKAKLAIWDTAGQERFRTLTPSYYRGAQGVILVYDVTRRDTFVKLDNWLNELETYCTRNDIVNMLVGNKIDKENREVDRNEGLKFARKHSMLFIEASAKTCDGVQCAFEELVEKIIQTPGLWESENQNKGVKLSHREESRGGGACGGYCSVL. Result: 0 (no interaction). (4) The miRNA is mmu-miR-223-3p with sequence UGUCAGUUUGUCAAAUACCCCA. The protein sequence of the target gene is MATPEASGSGEKVEGSEPSVTYYRLEEVAKRNSAEETWMVIHGRVYDITRFLSEHPGGEEVLLEQAGADATESFEDVGHSPDAREMLKQYYIGDVHPSDLKPKGDDKDPSKNNSCQSSWAYWFVPIVGAILIGFLYRHFWADSKSS. Result: 1 (interaction). (5) The miRNA is hsa-miR-367-5p with sequence ACUGUUGCUAAUAUGCAACUCU. The protein sequence of the target gene is MEMSGLSFSEMEGCRNLLGLLDNDEIMALCDTVTNRLVQPQDRQDAVHAILAYSQSAEELLRRRKVHREVIFKYLATQGIVIPPATEKHNLIQHAKDYWQKQPQLKLKETPEPVTKTEDIHLFQQQVKEDKKAEKVDFRRLGEEFCHWFFGLLNSQNPFLGPPQDEWGPQHFWHDVKLRFYYNTSEQNVMDYHGAEIVSLRLLSLVKEEFLFLSPNLDSHGLKCASSPHGLVMVGVAGTVHRGNTCLGIFEQIFGLIRCPFVENTWKIKFINLKIMGESSLAPGTLPKPSVKFEQSDLEA.... Result: 0 (no interaction). (6) The miRNA is hsa-miR-23a-5p with sequence GGGGUUCCUGGGGAUGGGAUUU. The protein sequence of the target gene is MSLSMRDPVIPGTSMAYHPFLPHRAPDFAMSAVLGHQPPFFPALTLPPNGAAALSLPGALAKPIMDQLVGAAETGIPFSSLGPQAHLRPLKTMEPEEDVEDDPKVHLEAKELWDQFHKRGTEMVITKSGRRMFPPFKVRCSGLDKKAKYILLMDIIAADDCRYKFHNSRWMVAGKADPEMPKRMYIHPDSPATGEQWMSKVVTFHKLKLTNNISDKHGFTLAFPSDHATWQGNYSFGTQTILNSMHKYQPRFHIVRANDILKLPYSTFRTYLFPETEFIAVTAYQNDKITQLKIDNNPFA.... Result: 0 (no interaction). (7) The miRNA is hsa-miR-378a-5p with sequence CUCCUGACUCCAGGUCCUGUGU. The protein sequence of the target gene is MAAPKGSLWVRTQLGLPPLLLLTMALAGGSGTASAEAFDSVLGDTASCHRACQLTYPLHTYPKEEELYACQRGCRLFSICQFVDDGIDLNRTKLECESACTEAYSQSDEQYACHLGCQNQLPFAELRQEQLMSLMPKMHLLFPLTLVRSFWSDMMDSAQSFITSSWTFYLQADDGKIVIFQSKPEIQYAPHLEQEPTNLRESSLSKMSYLQMRNSQAHRNFLEDGESDGFLRCLSLNSGWILTTTLVLSVMVLLWICCATVATAVEQYVPSEKLSIYGDLEFMNEQKLNRYPASSLVVVR.... Result: 1 (interaction). (8) The miRNA is mmu-miR-15a-5p with sequence UAGCAGCACAUAAUGGUUUGUG. The protein sequence of the target gene is MAAQALAAQAVASRLQRQEEDIRWLCAEVQRLRDEQLRGPERGQAEGPRLTREVAQLQAENRDLHQRLCGLRLRLAEQRRTEAGRAAAHEPPTQNQEKDTKKKRLKQSEPGREVKQPNFIKERLQLFETLKTDHQLLPATQEKKNTNNVISVRVAGGKTVQGERWKTTPYQVAAGISKELAEHTVIAKVNGVLWDLDRPLEGDSTVELLMFDNEEAQAVYWHSSAHILGEAMELYYGGHLCYGPPIENGFYYDMFIEDRVVSSTELSALENICKTIIKEKQPFERLEVSKDTLLEMFKYN.... Result: 1 (interaction). (9) The miRNA is hsa-miR-4786-3p with sequence UGAAGCCAGCUCUGGUCUGGGC. The protein sequence of the target gene is MSNESCLPYYTAHSYSSMSAFKTSMGDLQRQLYNRGEYNIFKYAPMFESNFIQINKKGEVIDVHNRVRMVTVGIVCTSPILPLPDVMVLAQPTKICEQHVRWGRFAKGRGRRPVKTLELTRLLPLKFVKISIHDHEKQQLRLKLATGRTFYLQLCPSSDTREDLFCYWEKLVYLLRPPVESYCSTPTLLSGDAPPEDNKSLVAAELHREGDQSETGLYKPCDVSAATSSAYAGGEGIQHASHGTASAASPSTSTPGAAEGGAARTAGGMAVAGTATGPRTDVAIAGAAMSPATGAMSIAT.... Result: 1 (interaction).